This data is from Reaction yield outcomes from USPTO patents with 853,638 reactions. The task is: Predict the reaction yield, written as a fraction of the theoretical maximum amount of product (1.0 means a 100% yield; for example, 0.34 means a 34% yield). The reactants are Br[C:2]1[CH:3]=[N:4][CH:5]=[C:6]([F:8])[CH:7]=1.[C:9]1([CH2:15][SH:16])[CH:14]=[CH:13][CH:12]=[CH:11][CH:10]=1.C(N(CC)C(C)C)(C)C. The catalyst is C1(C)C=CC=CC=1.O.C1C=CC(/C=C/C(/C=C/C2C=CC=CC=2)=O)=CC=1.C1C=CC(/C=C/C(/C=C/C2C=CC=CC=2)=O)=CC=1.C1C=CC(/C=C/C(/C=C/C2C=CC=CC=2)=O)=CC=1.[Pd].[Pd].C1(P(C2C=CC=CC=2)C2C3OC4C(=CC=CC=4P(C4C=CC=CC=4)C4C=CC=CC=4)C(C)(C)C=3C=CC=2)C=CC=CC=1. The product is [CH2:15]([S:16][C:2]1[CH:3]=[N:4][CH:5]=[C:6]([F:8])[CH:7]=1)[C:9]1[CH:14]=[CH:13][CH:12]=[CH:11][CH:10]=1. The yield is 0.900.